This data is from Reaction yield outcomes from USPTO patents with 853,638 reactions. The task is: Predict the reaction yield, written as a fraction of the theoretical maximum amount of product (1.0 means a 100% yield; for example, 0.34 means a 34% yield). (1) The product is [CH3:1][C:2]1[S:6][C:5]([C:7]2[CH:8]=[CH:9][CH:10]=[CH:11][CH:12]=2)=[N:4][C:3]=1[CH2:13][O:14][C:15]1[CH:30]=[CH:29][C:18]([CH2:19][O:20][C:21]2[C:22]([CH2:23][OH:24])=[CH:25][CH:26]=[CH:27][N:28]=2)=[CH:17][CH:16]=1. The reactants are [CH3:1][C:2]1[S:6][C:5]([C:7]2[CH:12]=[CH:11][CH:10]=[CH:9][CH:8]=2)=[N:4][C:3]=1[CH2:13][O:14][C:15]1[CH:30]=[CH:29][C:18]([CH2:19][O:20][C:21]2[N:28]=[CH:27][CH:26]=[CH:25][C:22]=2[CH:23]=[O:24])=[CH:17][CH:16]=1.O1CCCC1.C(O)C.[BH4-].[Na+]. The yield is 0.970. The catalyst is O. (2) The reactants are [C:1]([Si:5]([O:8]/[C:9](/[C:12]1[CH:17]=[CH:16][CH:15]=[C:14](Cl)[CH:13]=1)=[CH:10]\[CH3:11])([CH3:7])[CH3:6])([CH3:4])([CH3:3])[CH3:2].[N+:19](CCC(C1C=CC=CC=1)=O)([O-:21])=[O:20].[Si](OS(C(F)(F)F)(=O)=O)(C(C)(C)C)(C)C.CCN(CC)CC. The catalyst is C(Cl)Cl. The product is [C:1]([Si:5]([O:8]/[C:9](/[C:12]1[CH:17]=[CH:16][CH:15]=[C:14]([N+:19]([O-:21])=[O:20])[CH:13]=1)=[CH:10]\[CH3:11])([CH3:7])[CH3:6])([CH3:4])([CH3:3])[CH3:2]. The yield is 0.980.